From a dataset of HIV replication inhibition screening data with 41,000+ compounds from the AIDS Antiviral Screen. Binary Classification. Given a drug SMILES string, predict its activity (active/inactive) in a high-throughput screening assay against a specified biological target. The molecule is C[n+]1c(-c2ccc(C=NNC(=N)N)cc2)cn2ccccc21.Cc1ccc(S(=O)(=O)O)cc1.Cc1ccc(S(=O)(=O)O)cc1. The result is 0 (inactive).